This data is from Peptide-MHC class I binding affinity with 185,985 pairs from IEDB/IMGT. The task is: Regression. Given a peptide amino acid sequence and an MHC pseudo amino acid sequence, predict their binding affinity value. This is MHC class I binding data. (1) The peptide sequence is KLRPRWLDA. The MHC is HLA-A30:01 with pseudo-sequence HLA-A30:01. The binding affinity (normalized) is 0.712. (2) The peptide sequence is NLNVTTQSI. The MHC is HLA-A24:02 with pseudo-sequence HLA-A24:02. The binding affinity (normalized) is 0.139. (3) The peptide sequence is VLYHRYNLV. The MHC is HLA-A25:01 with pseudo-sequence HLA-A25:01. The binding affinity (normalized) is 0.0847. (4) The peptide sequence is VPVTTRDSF. The MHC is HLA-B51:01 with pseudo-sequence HLA-B51:01. The binding affinity (normalized) is 0.123. (5) The binding affinity (normalized) is 0.220. The peptide sequence is DISDVKVLAA. The MHC is HLA-A02:06 with pseudo-sequence HLA-A02:06. (6) The MHC is H-2-Dd with pseudo-sequence H-2-Dd. The binding affinity (normalized) is 0. The peptide sequence is IIPFIAYFV.